Dataset: NCI-60 drug combinations with 297,098 pairs across 59 cell lines. Task: Regression. Given two drug SMILES strings and cell line genomic features, predict the synergy score measuring deviation from expected non-interaction effect. (1) Drug 1: C1=CC(=C2C(=C1NCCNCCO)C(=O)C3=C(C=CC(=C3C2=O)O)O)NCCNCCO. Drug 2: CCCS(=O)(=O)NC1=C(C(=C(C=C1)F)C(=O)C2=CNC3=C2C=C(C=N3)C4=CC=C(C=C4)Cl)F. Cell line: SNB-19. Synergy scores: CSS=41.6, Synergy_ZIP=1.90, Synergy_Bliss=0.293, Synergy_Loewe=-34.0, Synergy_HSA=-1.38. (2) Drug 1: C1=CC(=C2C(=C1NCCNCCO)C(=O)C3=C(C=CC(=C3C2=O)O)O)NCCNCCO. Drug 2: C1CCC(C(C1)N)N.C(=O)(C(=O)[O-])[O-].[Pt+4]. Cell line: LOX IMVI. Synergy scores: CSS=25.4, Synergy_ZIP=-5.23, Synergy_Bliss=-8.67, Synergy_Loewe=-7.16, Synergy_HSA=-6.22.